Dataset: Experimentally validated miRNA-target interactions with 360,000+ pairs, plus equal number of negative samples. Task: Binary Classification. Given a miRNA mature sequence and a target amino acid sequence, predict their likelihood of interaction. (1) The miRNA is mmu-miR-504-5p with sequence AGACCCUGGUCUGCACUCUAUC. The protein sequence of the target gene is MQPKVPQLRRREGLGEEQEKGARGGEGNARTHGTPDLVQWTRHMEAVKTQFLEQAQRELAELLDRALWEAMQAYPKQDRPLPSAAPDSTSKTQELHPGKRKVFITRKSLIDELMEVQHFRTIYHMFIAGLCVLIISTLAIDFIDEGRLMLEFDLLLFSFGQLPLALMTWVPMFLSTLLVPYQTLWLWARPRAGGAWMLGASLGCVLLAAHAVVLCVLPVHVSVRHELPPASRCVLVFEQVRLLMKSYSFLRETVPGIFCVRGGKGISPPSFSSYLYFLFCPTLIYRETYPRTPSIRWNYV.... Result: 0 (no interaction). (2) The miRNA is mmu-miR-466j with sequence UGUGUGCAUGUGCAUGUGUGUAA. The protein sequence of the target gene is MAAGTSTLLSLSGPADHMAEGKGAPLRPSVEKRWKLMEPKQTQAGMFKKMSLVDSDTAAGKGSQDEAYTELSLPTAPNKPRLDRPRACKAYTEQRHNTFTELSCLQERPGDIQAQTRKLENPEGQLGPQQLPSSFLRASGDGTVCSAWPGAPRSEQKSAFSKPAKRPAEKPKRSPMLLAGGSAEGSWELSGLITTVDIPYWAHLSTFKFMGDFWKLHTLSQNILLCNAFQGAPTPWLEHTQVQAPTSSAPSSTASRALLPPTLSSLGLSTQNWCAKCNLAFRLTADLVFHMRSHHKREHV.... Result: 1 (interaction). (3) The miRNA is hsa-miR-192-5p with sequence CUGACCUAUGAAUUGACAGCC. The protein sequence of the target gene is MADLEAVLADVSYLMAMEKSKATPAARASKRIVLPEPSIRSVMQKYLAERNEITFDKIFNQKIGFLLFKDFCLNEINEAVPQVKFYEEIKEYEKLDNEEDRLCRSRQIYDAYIMKELLSCSHPFSKQAVEHVQSHLSKKQVTSTLFQPYIEEICESLRGDIFQKFMESDKFTRFCQWKNVELNIHLTMNEFSVHRIIGRGGFGEVYGCRKADTGKMYAMKCLDKKRIKMKQGETLALNERIMLSLVSTGDCPFIVCMTYAFHTPDKLCFILDLMNGGDLHYHLSQHGVFSEKEMRFYATE.... Result: 1 (interaction). (4) The miRNA is hsa-miR-3190-3p with sequence UGUGGAAGGUAGACGGCCAGAGA. The protein sequence of the target gene is MAPKGSSKQQSEEDLLLQDFSRNLSAKSSALFFGNAFIVSAIPIWLYWRIWHMDLIQSAVLYSVMTLVSTYLVAFAYKNVKFVLKHKVAQKREDAVSKEVTRKLSEADNRKMSRKEKDERILWKKNEVADYEATTFSIFYNNTLFLVVVIVASFFILKNFNPTVNYILSISASSGLIALLSTGSK. Result: 0 (no interaction). (5) The miRNA is mmu-miR-326-5p with sequence GGGGGCAGGGCCUUUGUGAAGGCG. The protein sequence of the target gene is MGDNLVYAVRSSEGFYLKRGLGKDAVTVFEQNKTSRDVACNVFAYSNNGQLFAYCDNQVTRVFEIATNKEILCVELKRTRKILFSPKDNFLLTFEPWAVYGPKTAENQKPEPNVRVYSLADGKHVSTFSAPKEASWEPQFSDDESLAARMVGSEVFFYTNMSFDRYDHKLVEKGATNFALSPGPAPNHVAVYVPAVGSTPARVRVHRVSESFPVVGNRTFFKSDKAVMTWNQRGQSLLILASVEVDKTNQSYYGEQSLYLINIQSGESVVVPLEKKGPIYAAKWNPNGREFAVCYGYMPA.... Result: 0 (no interaction).